From a dataset of Forward reaction prediction with 1.9M reactions from USPTO patents (1976-2016). Predict the product of the given reaction. Given the reactants Br[C:2]1[C:3]([C:13]2[CH:18]=[CH:17][C:16]([NH:19][C:20]([NH:22][C:23]3[CH:28]=[CH:27][CH:26]=[CH:25][CH:24]=3)=[O:21])=[CH:15][CH:14]=2)=[N:4][N:5]([CH2:7][CH:8]2[CH2:12][CH2:11][CH2:10][O:9]2)[CH:6]=1.C1(S([N:38]2[C:42]3=[N:43][CH:44]=[CH:45][C:46](B4OC(C)(C)C(C)(C)O4)=[C:41]3[CH:40]=[CH:39]2)(=O)=O)C=CC=CC=1.C(=O)(O)[O-].[Na+], predict the reaction product. The product is: [C:23]1([NH:22][C:20]([NH:19][C:16]2[CH:17]=[CH:18][C:13]([C:3]3[C:2]([C:46]4[CH:45]=[CH:44][N:43]=[C:42]5[NH:38][CH:39]=[CH:40][C:41]=45)=[CH:6][N:5]([CH2:7][CH:8]4[CH2:12][CH2:11][CH2:10][O:9]4)[N:4]=3)=[CH:14][CH:15]=2)=[O:21])[CH:28]=[CH:27][CH:26]=[CH:25][CH:24]=1.